This data is from Peptide-MHC class II binding affinity with 134,281 pairs from IEDB. The task is: Regression. Given a peptide amino acid sequence and an MHC pseudo amino acid sequence, predict their binding affinity value. This is MHC class II binding data. (1) The MHC is DRB1_0404 with pseudo-sequence DRB1_0404. The binding affinity (normalized) is 0.798. The peptide sequence is YDKFLANVSTVLGGK. (2) The peptide sequence is KASTGGAYESYKFIPALEAA. The MHC is HLA-DQA10401-DQB10402 with pseudo-sequence HLA-DQA10401-DQB10402. The binding affinity (normalized) is 0.534. (3) The peptide sequence is DVVPEKYTIGATYAP. The MHC is DRB5_0101 with pseudo-sequence DRB5_0101. The binding affinity (normalized) is 0.190. (4) The binding affinity (normalized) is 0.156. The peptide sequence is VTLRIRNVRFSDEGG. The MHC is DRB1_0901 with pseudo-sequence DRB1_0901.